The task is: Regression. Given two drug SMILES strings and cell line genomic features, predict the synergy score measuring deviation from expected non-interaction effect.. This data is from NCI-60 drug combinations with 297,098 pairs across 59 cell lines. (1) Drug 1: C1C(C(OC1N2C=NC3=C(N=C(N=C32)Cl)N)CO)O. Drug 2: CN(CCCl)CCCl.Cl. Cell line: SW-620. Synergy scores: CSS=40.3, Synergy_ZIP=-8.87, Synergy_Bliss=-6.30, Synergy_Loewe=-2.41, Synergy_HSA=-0.896. (2) Drug 1: C1CC(C1)(C(=O)O)C(=O)O.[NH2-].[NH2-].[Pt+2]. Drug 2: CN1C(=O)N2C=NC(=C2N=N1)C(=O)N. Cell line: NCI/ADR-RES. Synergy scores: CSS=-0.600, Synergy_ZIP=1.40, Synergy_Bliss=1.22, Synergy_Loewe=-2.84, Synergy_HSA=-1.28. (3) Drug 1: CC(CN1CC(=O)NC(=O)C1)N2CC(=O)NC(=O)C2. Drug 2: CCC(=C(C1=CC=CC=C1)C2=CC=C(C=C2)OCCN(C)C)C3=CC=CC=C3.C(C(=O)O)C(CC(=O)O)(C(=O)O)O. Cell line: UACC-257. Synergy scores: CSS=2.86, Synergy_ZIP=0.308, Synergy_Bliss=3.35, Synergy_Loewe=-0.207, Synergy_HSA=-0.0356. (4) Drug 1: CCC1(CC2CC(C3=C(CCN(C2)C1)C4=CC=CC=C4N3)(C5=C(C=C6C(=C5)C78CCN9C7C(C=CC9)(C(C(C8N6C)(C(=O)OC)O)OC(=O)C)CC)OC)C(=O)OC)O.OS(=O)(=O)O. Drug 2: CC1CCC2CC(C(=CC=CC=CC(CC(C(=O)C(C(C(=CC(C(=O)CC(OC(=O)C3CCCCN3C(=O)C(=O)C1(O2)O)C(C)CC4CCC(C(C4)OC)O)C)C)O)OC)C)C)C)OC. Cell line: MOLT-4. Synergy scores: CSS=9.58, Synergy_ZIP=-6.97, Synergy_Bliss=-4.05, Synergy_Loewe=-14.5, Synergy_HSA=-5.56. (5) Drug 1: CC1=C2C(C(=O)C3(C(CC4C(C3C(C(C2(C)C)(CC1OC(=O)C(C(C5=CC=CC=C5)NC(=O)OC(C)(C)C)O)O)OC(=O)C6=CC=CC=C6)(CO4)OC(=O)C)OC)C)OC. Drug 2: CC1=CC2C(CCC3(C2CCC3(C(=O)C)OC(=O)C)C)C4(C1=CC(=O)CC4)C. Cell line: MCF7. Synergy scores: CSS=39.9, Synergy_ZIP=7.54, Synergy_Bliss=7.98, Synergy_Loewe=-23.0, Synergy_HSA=1.38. (6) Drug 1: C1CCC(CC1)NC(=O)N(CCCl)N=O. Drug 2: C1C(C(OC1N2C=NC3=C(N=C(N=C32)Cl)N)CO)O. Cell line: SNB-19. Synergy scores: CSS=42.1, Synergy_ZIP=-4.58, Synergy_Bliss=-0.182, Synergy_Loewe=-2.51, Synergy_HSA=1.11. (7) Drug 1: C1=NC(=NC(=O)N1C2C(C(C(O2)CO)O)O)N. Drug 2: CC(C)CN1C=NC2=C1C3=CC=CC=C3N=C2N. Cell line: IGROV1. Synergy scores: CSS=20.9, Synergy_ZIP=-3.27, Synergy_Bliss=1.99, Synergy_Loewe=-0.712, Synergy_HSA=-1.20.